Dataset: Catalyst prediction with 721,799 reactions and 888 catalyst types from USPTO. Task: Predict which catalyst facilitates the given reaction. (1) Reactant: [C:1](OC(=O)C)(=[O:3])[CH3:2].[NH2:8][CH2:9][CH2:10][CH:11]1[CH2:16][CH2:15][N:14]([C:17]([O:19][C:20]([CH3:23])([CH3:22])[CH3:21])=[O:18])[CH2:13][CH2:12]1.C([O-])(O)=O.[Na+]. Product: [C:1]([NH:8][CH2:9][CH2:10][CH:11]1[CH2:12][CH2:13][N:14]([C:17]([O:19][C:20]([CH3:23])([CH3:22])[CH3:21])=[O:18])[CH2:15][CH2:16]1)(=[O:3])[CH3:2]. The catalyst class is: 2. (2) Reactant: [Cl:1][C:2]1[C:11]2[C:6](=[CH:7][C:8]([CH2:12]O)=[CH:9][CH:10]=2)[CH:5]=[C:4]([Cl:14])[N:3]=1.[C:15]1(=[O:25])[C:23]2[C:18](=[CH:19][CH:20]=[CH:21][CH:22]=2)[C:17](=[O:24])[NH:16]1.C1(P(C2C=CC=CC=2)C2C=CC=CC=2)C=CC=CC=1.CCOC(/N=N/C(OCC)=O)=O. Product: [Cl:1][C:2]1[C:11]2[C:6](=[CH:7][C:8]([CH2:12][N:16]3[C:17](=[O:24])[C:18]4[C:23](=[CH:22][CH:21]=[CH:20][CH:19]=4)[C:15]3=[O:25])=[CH:9][CH:10]=2)[CH:5]=[C:4]([Cl:14])[N:3]=1. The catalyst class is: 7. (3) Reactant: [S:1]1[C:5]2[CH:6]=[CH:7][CH:8]=[CH:9][C:4]=2[NH:3][CH2:2]1.NC1C=CC=CC=1S.C=O.[C:20]([C:22]1[CH:23]=[C:24]([CH:28]=[C:29]([CH:33]2[CH2:35][CH2:34]2)[C:30]=1[O:31][CH3:32])[C:25](Cl)=[O:26])#[N:21]. Product: [C:20]([C:22]1[CH:23]=[C:24]([CH:28]=[C:29]([CH:33]2[CH2:35][CH2:34]2)[C:30]=1[O:31][CH3:32])[C:25]([N:3]1[C:4]2[CH:9]=[CH:8][CH:7]=[CH:6][C:5]=2[S:1][CH2:2]1)=[O:26])#[N:21]. The catalyst class is: 542. (4) Reactant: [CH:1]1([CH:4]([O:6][C:7]2[CH:8]=[C:9]([CH:14]=[CH:15][CH:16]=2)[C:10](OC)=[O:11])[CH3:5])[CH2:3][CH2:2]1.[BH4-].[Li+]. Product: [CH:1]1([CH:4]([O:6][C:7]2[CH:8]=[C:9]([CH2:10][OH:11])[CH:14]=[CH:15][CH:16]=2)[CH3:5])[CH2:3][CH2:2]1. The catalyst class is: 7. (5) Reactant: [F:1][C:2]1[CH:7]=[C:6]([F:8])[C:5]([F:9])=[CH:4][C:3]=1[CH2:10][C:11](=O)[CH2:12][C:13]([O:15][CH3:16])=[O:14].C([O-])(=O)C.[NH4+:22]. Product: [CH3:16][O:15][C:13](=[O:14])/[CH:12]=[C:11](\[NH2:22])/[CH2:10][C:3]1[CH:4]=[C:5]([F:9])[C:6]([F:8])=[CH:7][C:2]=1[F:1]. The catalyst class is: 5. (6) Reactant: [CH:1]1([O:6][C:7]2[CH:12]=[CH:11][C:10]([F:13])=[CH:9][C:8]=2[O:14][CH3:15])[CH2:5][CH2:4][CH2:3][CH2:2]1.[N+:16]([O-])([OH:18])=[O:17].C([O-])([O-])=O.[Na+].[Na+]. Product: [CH:1]1([O:6][C:7]2[CH:12]=[C:11]([N+:16]([O-:18])=[O:17])[C:10]([F:13])=[CH:9][C:8]=2[O:14][CH3:15])[CH2:2][CH2:3][CH2:4][CH2:5]1. The catalyst class is: 152. (7) Reactant: BrBr.[OH-:3].[Na+].[CH3:5][O:6][C:7]1[CH:12]=[CH:11][C:10]([C:13]2[CH:18]=[CH:17][C:16]([C:19](=[O:21])C)=[CH:15][CH:14]=2)=[CH:9][CH:8]=1. Product: [CH3:5][O:6][C:7]1[CH:8]=[CH:9][C:10]([C:13]2[CH:14]=[CH:15][C:16]([C:19]([OH:21])=[O:3])=[CH:17][CH:18]=2)=[CH:11][CH:12]=1. The catalyst class is: 127.